Regression. Given two drug SMILES strings and cell line genomic features, predict the synergy score measuring deviation from expected non-interaction effect. From a dataset of NCI-60 drug combinations with 297,098 pairs across 59 cell lines. (1) Drug 1: CC1=CC2C(CCC3(C2CCC3(C(=O)C)OC(=O)C)C)C4(C1=CC(=O)CC4)C. Drug 2: CN1C2=C(C=C(C=C2)N(CCCl)CCCl)N=C1CCCC(=O)O.Cl. Cell line: NCI-H460. Synergy scores: CSS=0.970, Synergy_ZIP=-0.0688, Synergy_Bliss=1.64, Synergy_Loewe=1.23, Synergy_HSA=1.33. (2) Drug 2: C1=C(C(=O)NC(=O)N1)N(CCCl)CCCl. Synergy scores: CSS=75.3, Synergy_ZIP=11.5, Synergy_Bliss=10.3, Synergy_Loewe=5.47, Synergy_HSA=13.1. Cell line: HCT-15. Drug 1: CC1=C2C(C(=O)C3(C(CC4C(C3C(C(C2(C)C)(CC1OC(=O)C(C(C5=CC=CC=C5)NC(=O)OC(C)(C)C)O)O)OC(=O)C6=CC=CC=C6)(CO4)OC(=O)C)OC)C)OC. (3) Drug 1: C1=NNC2=C1C(=O)NC=N2. Drug 2: CC1=C(C(=O)C2=C(C1=O)N3CC4C(C3(C2COC(=O)N)OC)N4)N. Cell line: SF-268. Synergy scores: CSS=-0.282, Synergy_ZIP=0.523, Synergy_Bliss=4.11, Synergy_Loewe=-16.2, Synergy_HSA=-1.26. (4) Drug 1: C1CC(=O)NC(=O)C1N2CC3=C(C2=O)C=CC=C3N. Drug 2: CC(C)(C#N)C1=CC(=CC(=C1)CN2C=NC=N2)C(C)(C)C#N. Cell line: MCF7. Synergy scores: CSS=-1.75, Synergy_ZIP=-2.46, Synergy_Bliss=-6.51, Synergy_Loewe=-3.81, Synergy_HSA=-4.23. (5) Drug 1: C1=CC(=CC=C1CCC2=CNC3=C2C(=O)NC(=N3)N)C(=O)NC(CCC(=O)O)C(=O)O. Drug 2: C1=CC=C(C=C1)NC(=O)CCCCCCC(=O)NO. Cell line: HCT-15. Synergy scores: CSS=37.1, Synergy_ZIP=-0.186, Synergy_Bliss=0.0354, Synergy_Loewe=-13.3, Synergy_HSA=1.00.